From a dataset of Full USPTO retrosynthesis dataset with 1.9M reactions from patents (1976-2016). Predict the reactants needed to synthesize the given product. (1) Given the product [O:1]([C:8]1[CH:13]=[CH:12][C:11]([CH2:16][CH2:17][CH3:18])=[CH:10][CH:9]=1)[C:2]1[CH:7]=[CH:6][CH:5]=[CH:4][CH:3]=1, predict the reactants needed to synthesize it. The reactants are: [O:1]([C:8]1[CH:13]=[CH:12][C:11](O)=[CH:10][CH:9]=1)[C:2]1[CH:7]=[CH:6][CH:5]=[CH:4][CH:3]=1.Br[CH2:16][CH2:17][CH2:18]Br.C(=O)([O-])[O-].[K+].[K+]. (2) Given the product [CH:35]1([C:9]2[C:8]3[C:12](=[CH:13][C:5]([C:3]([OH:4])=[O:2])=[CH:6][CH:7]=3)[N:11]([CH2:14][C:15](=[O:16])[NH:84][CH2:83][CH2:82][N:76]3[CH2:81][CH2:80][O:79][CH2:78][CH2:77]3)[C:10]=2[C:18]2[CH:19]=[C:20]3[C:25](=[CH:26][CH:27]=2)[N:24]=[C:23]([C:28]2[S:32][C:31]([CH3:33])=[N:30][C:29]=2[CH3:34])[CH:22]=[CH:21]3)[CH2:40][CH2:39][CH2:38][CH2:37][CH2:36]1, predict the reactants needed to synthesize it. The reactants are: C[O:2][C:3]([C:5]1[CH:13]=[C:12]2[C:8]([C:9]([CH:35]3[CH2:40][CH2:39][CH2:38][CH2:37][CH2:36]3)=[C:10]([C:18]3[CH:19]=[C:20]4[C:25](=[CH:26][CH:27]=3)[N:24]=[C:23]([C:28]3[S:32][C:31]([CH3:33])=[N:30][C:29]=3[CH3:34])[CH:22]=[CH:21]4)[N:11]2[CH2:14][C:15](O)=[O:16])=[CH:7][CH:6]=1)=[O:4].COC(C1C=C2C(C(C3CCCCC3)=C(Br)N2CC(N2CCOCC2)=O)=CC=1)=O.N1CCOCC1.[N:76]1([CH2:82][CH2:83][NH2:84])[CH2:81][CH2:80][O:79][CH2:78][CH2:77]1. (3) Given the product [Br:1][C:2]1[C:3]([N:12]2[CH2:17][CH2:16][N:15]([CH2:18][C:19]3[CH:24]=[CH:23][C:22]([Cl:25])=[CH:21][CH:20]=3)[CH2:14][CH2:13]2)=[C:4]2[N:9]=[C:40]([C:39]3[CH:38]=[CH:37][C:36]([CH2:35][N:29]4[CH2:34][CH2:33][O:32][CH2:31][CH2:30]4)=[CH:43][CH:42]=3)[NH:8][C:5]2=[N:6][CH:7]=1, predict the reactants needed to synthesize it. The reactants are: [Br:1][C:2]1[C:3]([N:12]2[CH2:17][CH2:16][N:15]([CH2:18][C:19]3[CH:24]=[CH:23][C:22]([Cl:25])=[CH:21][CH:20]=3)[CH2:14][CH2:13]2)=[C:4]([N+:9]([O-])=O)[C:5]([NH2:8])=[N:6][CH:7]=1.CCO.[N:29]1([CH2:35][C:36]2[CH:43]=[CH:42][C:39]([CH:40]=O)=[CH:38][CH:37]=2)[CH2:34][CH2:33][O:32][CH2:31][CH2:30]1.[O-]S(S([O-])=O)=O.[Na+].[Na+].